Dataset: Reaction yield outcomes from USPTO patents with 853,638 reactions. Task: Predict the reaction yield, written as a fraction of the theoretical maximum amount of product (1.0 means a 100% yield; for example, 0.34 means a 34% yield). (1) The reactants are FC(F)(F)C(O)=O.[Cl:8][C:9]1[C:10]([F:38])=[C:11]([CH:15]2[C:19]([C:22]3[CH:27]=[CH:26][C:25]([Cl:28])=[CH:24][C:23]=3[F:29])([C:20]#[N:21])[CH:18]([CH2:30][C:31]([CH3:34])([CH3:33])[CH3:32])[NH:17][CH:16]2[C:35](O)=[O:36])[CH:12]=[CH:13][CH:14]=1.[C:39]([O:43][C:44]([N:46]1[CH2:51][CH2:50][CH:49]([NH2:52])[CH2:48][CH2:47]1)=[O:45])([CH3:42])([CH3:41])[CH3:40].CN(C(ON1N=NC2C=CC=NC1=2)=[N+](C)C)C.F[P-](F)(F)(F)(F)F.CCN(C(C)C)C(C)C.Cl. The catalyst is C(Cl)Cl.O1CCCC1. The product is [C:39]([O:43][C:44]([N:46]1[CH2:51][CH2:50][CH:49]([NH:52][C:35]([C@H:16]2[C@H:15]([C:11]3[CH:12]=[CH:13][CH:14]=[C:9]([Cl:8])[C:10]=3[F:38])[C@:19]([C:22]3[CH:27]=[CH:26][C:25]([Cl:28])=[CH:24][C:23]=3[F:29])([C:20]#[N:21])[C@H:18]([CH2:30][C:31]([CH3:33])([CH3:34])[CH3:32])[NH:17]2)=[O:36])[CH2:48][CH2:47]1)=[O:45])([CH3:42])([CH3:40])[CH3:41]. The yield is 0.380. (2) The reactants are [OH:1][C:2]1[CH:7]=[C:6]([C:8]([O:10]C)=[O:9])[CH:5]=[CH:4][C:3]=1[C:12]1[CH:17]=[CH:16][CH:15]=[CH:14][C:13]=1[CH3:18].[OH-].[Li+]. The catalyst is C1COCC1.O. The product is [OH:1][C:2]1[CH:7]=[C:6]([C:8]([OH:10])=[O:9])[CH:5]=[CH:4][C:3]=1[C:12]1[CH:17]=[CH:16][CH:15]=[CH:14][C:13]=1[CH3:18]. The yield is 0.890. (3) The reactants are [C:1]([NH:6][CH2:7][CH2:8][CH2:9][CH2:10][CH2:11][CH2:12][CH2:13][CH2:14][CH2:15][CH2:16][C:17]([OH:19])=[O:18])(=[O:5])[C:2]([CH3:4])=[CH2:3].[C:20]([O:24][CH2:25][CH:26]([CH2:31][CH3:32])[CH2:27][CH2:28][CH2:29][CH3:30])(=[O:23])[CH:21]=[CH2:22].C(OCC)(=O)C. The catalyst is CO.N(C(C)(C)C#N)=NC(C)(C)C#N. The product is [C:1]([NH:6][CH2:7][CH2:8][CH2:9][CH2:10][CH2:11][CH2:12][CH2:13][CH2:14][CH2:15][CH2:16][C:17]([OH:19])=[O:18])(=[O:5])[C:2]([CH3:4])=[CH2:3].[C:20]([O:24][CH2:25][CH:26]([CH2:31][CH3:32])[CH2:27][CH2:28][CH2:29][CH3:30])(=[O:23])[CH:21]=[CH2:22]. The yield is 0.650.